Dataset: Full USPTO retrosynthesis dataset with 1.9M reactions from patents (1976-2016). Task: Predict the reactants needed to synthesize the given product. (1) Given the product [C:1]1([C:7]2[CH:8]=[C:9]([CH:13]=[CH:14][N:15]=2)[C:10]([O:12][CH3:16])=[O:11])[CH:2]=[CH:3][CH:4]=[CH:5][CH:6]=1, predict the reactants needed to synthesize it. The reactants are: [C:1]1([C:7]2[CH:8]=[C:9]([CH:13]=[CH:14][N:15]=2)[C:10]([OH:12])=[O:11])[CH:6]=[CH:5][CH:4]=[CH:3][CH:2]=1.[CH:16]1C=CC=CC=1.CO.C[Si](C=[N+]=[N-])(C)C. (2) Given the product [C:3]([C:2]([C:1]#[N:5])=[CH:6][C:8]1[CH:9]=[CH:10][C:11]([OH:17])=[C:12]([CH:16]=1)[C:13]([OH:15])=[O:14])#[N:4], predict the reactants needed to synthesize it. The reactants are: [C:1](#[N:5])[CH2:2][C:3]#[N:4].[CH:6]([C:8]1[CH:16]=[C:12]([C:13]([OH:15])=[O:14])[C:11]([OH:17])=[CH:10][CH:9]=1)=O.C(N)C1C=CC=CC=1. (3) Given the product [Br:6][C:7]1[C:12]([N+:1]([O-:4])=[O:2])=[CH:11][CH:10]=[C:9]([O:13][CH2:14][CH3:15])[N:8]=1, predict the reactants needed to synthesize it. The reactants are: [N+:1]([O-:4])([O-])=[O:2].[K+].[Br:6][C:7]1[CH:12]=[CH:11][CH:10]=[C:9]([O:13][CH2:14][CH3:15])[N:8]=1.[OH-].[Na+]. (4) Given the product [CH3:1][O:2][C:3]1[CH:4]=[CH:5][C:6]([C:9]2[S:13][C:12]([NH:14][C:15]([NH:17][C:18]3[C:23]([CH3:24])=[CH:22][C:21]([CH3:25])=[CH:20][C:19]=3[CH3:26])=[O:16])=[C:11]([C:27]([OH:29])=[O:28])[CH:10]=2)=[CH:7][CH:8]=1, predict the reactants needed to synthesize it. The reactants are: [CH3:1][O:2][C:3]1[CH:8]=[CH:7][C:6]([C:9]2[S:13][C:12]([NH:14][C:15]([NH:17][C:18]3[C:23]([CH3:24])=[CH:22][C:21]([CH3:25])=[CH:20][C:19]=3[CH3:26])=[O:16])=[C:11]([C:27]([O:29]C(C)(C)C)=[O:28])[CH:10]=2)=[CH:5][CH:4]=1.C(O)(C(F)(F)F)=O.